Regression. Given a peptide amino acid sequence and an MHC pseudo amino acid sequence, predict their binding affinity value. This is MHC class I binding data. From a dataset of Peptide-MHC class I binding affinity with 185,985 pairs from IEDB/IMGT. (1) The peptide sequence is VRLLAHVIQ. The MHC is HLA-B27:05 with pseudo-sequence HLA-B27:05. The binding affinity (normalized) is 0.106. (2) The peptide sequence is RLSFKELLVY. The MHC is HLA-A23:01 with pseudo-sequence HLA-A23:01. The binding affinity (normalized) is 0.113. (3) The binding affinity (normalized) is 0.691. The MHC is Mamu-B08 with pseudo-sequence Mamu-B08. The peptide sequence is GRWPITHLH. (4) The peptide sequence is RQIFIHYSV. The MHC is HLA-A02:01 with pseudo-sequence HLA-A02:01. The binding affinity (normalized) is 1.00. (5) The peptide sequence is IPSPRRIEF. The MHC is HLA-B07:02 with pseudo-sequence HLA-B07:02. The binding affinity (normalized) is 0.689.